From a dataset of Catalyst prediction with 721,799 reactions and 888 catalyst types from USPTO. Predict which catalyst facilitates the given reaction. (1) Reactant: C([O:3][C:4]([C:6]1[C:11]([NH:12][C:13]2[CH:18]=[CH:17][C:16]([CH3:19])=[CH:15][C:14]=2[F:20])=[C:10]([CH3:21])[C:9](=[O:22])[N:8]([CH3:23])[C:7]=1[CH2:24]Br)=O)C.[NH2:26][NH2:27]. Product: [F:20][C:14]1[CH:15]=[C:16]([CH3:19])[CH:17]=[CH:18][C:13]=1[NH:12][C:11]1[C:6]2[C:4](=[O:3])[NH:27][NH:26][CH2:24][C:7]=2[N:8]([CH3:23])[C:9](=[O:22])[C:10]=1[CH3:21]. The catalyst class is: 191. (2) Reactant: [CH3:1][O:2][C:3]([CH:5]1[C:10](=[O:11])[CH2:9][CH2:8][NH:7][CH2:6]1)=[O:4].C(N(CC)CC)C.[C:19](O[C:19]([O:21][C:22]([CH3:25])([CH3:24])[CH3:23])=[O:20])([O:21][C:22]([CH3:25])([CH3:24])[CH3:23])=[O:20]. Product: [CH3:1][O:2][C:3]([CH:5]1[C:10](=[O:11])[CH2:9][CH2:8][N:7]([C:19]([O:21][C:22]([CH3:25])([CH3:24])[CH3:23])=[O:20])[CH2:6]1)=[O:4]. The catalyst class is: 7. (3) Reactant: C([N:8]1[CH2:13][CH2:12][C:11]([C:15]([N:17]2[CH2:26][CH2:25][C:24]3[C:19](=[CH:20][CH:21]=[CH:22][CH:23]=3)[CH:18]2[CH:27]2[CH2:32][CH2:31][CH2:30][CH2:29][CH2:28]2)=[O:16])([OH:14])[CH2:10][CH2:9]1)C1C=CC=CC=1. Product: [CH:27]1([CH:18]2[C:19]3[C:24](=[CH:23][CH:22]=[CH:21][CH:20]=3)[CH2:25][CH2:26][N:17]2[C:15]([C:11]2([OH:14])[CH2:10][CH2:9][NH:8][CH2:13][CH2:12]2)=[O:16])[CH2:28][CH2:29][CH2:30][CH2:31][CH2:32]1. The catalyst class is: 293. (4) Reactant: [CH3:1][C@@H:2]([CH2:17][CH3:18])[C@H:3]([N:11]1[CH2:15][CH2:14][NH:13][C:12]1=[O:16])[C:4]([O:6]C(C)(C)C)=[O:5].Cl. Product: [CH3:1][C@@H:2]([CH2:17][CH3:18])[C@H:3]([N:11]1[CH2:15][CH2:14][NH:13][C:12]1=[O:16])[C:4]([OH:6])=[O:5]. The catalyst class is: 7.